This data is from Forward reaction prediction with 1.9M reactions from USPTO patents (1976-2016). The task is: Predict the product of the given reaction. (1) Given the reactants [CH2:1]([O:8][C:9]([C:18]1[CH:23]=[CH:22][C:21]([N:24]2[CH2:29][CH2:28][N:27]([C:30](=[O:33])[CH2:31]Br)[CH2:26][CH2:25]2)=[C:20](/[CH:34]=[CH:35]\[CH3:36])[CH:19]=1)([C:14]([F:17])([F:16])[F:15])[C:10]([F:13])([F:12])[F:11])[C:2]1[CH:7]=[CH:6][CH:5]=[CH:4][CH:3]=1.[O:37]1[C:46]2[C:41](=[N:42][C:43]([C:47]3([CH3:54])[NH:51][C:50](=[O:52])[NH:49][C:48]3=[O:53])=[CH:44][CH:45]=2)[O:40][CH2:39][CH2:38]1, predict the reaction product. The product is: [CH2:1]([O:8][C:9]([C:18]1[CH:23]=[CH:22][C:21]([N:24]2[CH2:29][CH2:28][N:27]([C:30](=[O:33])[CH2:31][N:49]3[C:48](=[O:53])[C:47]([C:43]4[N:42]=[C:41]5[O:40][CH2:39][CH2:38][O:37][C:46]5=[CH:45][CH:44]=4)([CH3:54])[NH:51][C:50]3=[O:52])[CH2:26][CH2:25]2)=[C:20]([CH:34]=[CH:35][CH3:36])[CH:19]=1)([C:14]([F:17])([F:16])[F:15])[C:10]([F:13])([F:12])[F:11])[C:2]1[CH:7]=[CH:6][CH:5]=[CH:4][CH:3]=1. (2) Given the reactants [CH2:1]([P:3]([CH2:6][CH2:7][OH:8])(=[O:5])[OH:4])[CH3:2].[CH2:9]1[O:11][CH2:10]1.[OH-].[K+], predict the reaction product. The product is: [CH2:1]([P:3]([CH2:6][CH2:7][OH:8])(=[O:4])[O:5][CH2:9][CH2:10][OH:11])[CH3:2]. (3) Given the reactants O=[CH:2][C:3]1[CH:11]=[CH:10][C:8]([OH:9])=[C:5]([O:6][CH3:7])[CH:4]=1.C(O)(=O)[CH2:13][C:14]([OH:16])=[O:15].N1CCCCC1, predict the reaction product. The product is: [OH:9][C:8]1[CH:10]=[CH:11][C:3]([CH:2]=[CH:13][C:14]([OH:16])=[O:15])=[CH:4][C:5]=1[O:6][CH3:7]. (4) Given the reactants Br[C:2]1[CH:3]=[C:4]2[CH2:10][C:9](=[O:11])[NH:8][C:5]2=[N:6][CH:7]=1.[C:12]1(B(O)O)[CH:17]=[CH:16][CH:15]=[CH:14][CH:13]=1.C(=O)([O-])[O-].[Na+].[Na+].[Cl-].[Li+], predict the reaction product. The product is: [C:12]1([C:2]2[CH:3]=[C:4]3[CH2:10][C:9](=[O:11])[NH:8][C:5]3=[N:6][CH:7]=2)[CH:17]=[CH:16][CH:15]=[CH:14][CH:13]=1. (5) Given the reactants Br[C:2]1[C:6]([CH2:7][C:8]2[CH:13]=[CH:12][CH:11]=[C:10]([Cl:14])[CH:9]=2)=[CH:5][S:4][CH:3]=1.CC[O:17][CH2:18]C.C1C[O:23]CC1, predict the reaction product. The product is: [Cl:14][C:10]1[CH:9]=[C:8]([CH:13]=[CH:12][CH:11]=1)[CH2:7][C:6]1[C:2]([C:18]([OH:17])=[O:23])=[CH:3][S:4][CH:5]=1. (6) Given the reactants C(O[C:6]([N:8]1[CH2:12][C:11](=[N:13][O:14][CH3:15])[CH2:10][C@H:9]1[C:16]([OH:18])=O)=[O:7])(C)(C)C.[N:19]1[CH:24]=[CH:23][CH:22]=[CH:21][C:20]=1[C:25]1[CH:33]=[CH:32][C:28](C(O)=O)=[CH:27][CH:26]=1.[NH2:34][CH2:35][C@H:36]([C:38]1[CH:43]=[CH:42][CH:41]=[CH:40][CH:39]=1)[OH:37], predict the reaction product. The product is: [OH:37][C@@H:36]([C:38]1[CH:43]=[CH:42][CH:41]=[CH:40][CH:39]=1)[CH2:35][NH:34][C:16]([C@@H:9]1[CH2:10][C:11](=[N:13][O:14][CH3:15])[CH2:12][N:8]1[C:6](=[O:7])[C:28]1[CH:27]=[CH:26][C:25]([C:20]2[CH:21]=[CH:22][CH:23]=[CH:24][N:19]=2)=[CH:33][CH:32]=1)=[O:18]. (7) Given the reactants [N+:1]([CH2:4][C:5]([O:7][CH2:8][CH3:9])=[O:6])([O-:3])=O.[O:10]([CH2:17][CH2:18][O:19][CH2:20][C:21]#[CH:22])[C:11]1[CH:16]=[CH:15][CH:14]=[CH:13][CH:12]=1.N12CCN(CC1)CC2.Cl, predict the reaction product. The product is: [O:10]([CH2:17][CH2:18][O:19][CH2:20][C:21]1[O:3][N:1]=[C:4]([C:5]([O:7][CH2:8][CH3:9])=[O:6])[CH:22]=1)[C:11]1[CH:16]=[CH:15][CH:14]=[CH:13][CH:12]=1. (8) Given the reactants [F:1][C:2]1[CH:3]=[C:4]2[C:9](=[C:10]([F:12])[CH:11]=1)[CH2:8][CH:7]([NH:13][CH:14]([CH2:18][CH2:19][CH3:20])[C:15]([OH:17])=O)[CH2:6][CH2:5]2.[B-](F)(F)(F)F.CN(C(ON1C(=O)C=CC=C1)=[N+](C)C)C.C(N(C(C)C)CC)(C)C.[CH3:50][C:51]([CH3:65])([CH3:64])[CH2:52][NH:53][CH2:54][C:55]([N:58]1[CH:62]=[C:61]([NH2:63])[N:60]=[CH:59]1)([CH3:57])[CH3:56], predict the reaction product. The product is: [CH3:50][C:51]([CH3:65])([CH3:64])[CH2:52][NH:53][CH2:54][C:55]([N:58]1[CH:62]=[C:61]([NH:63][C:15](=[O:17])[CH:14]([NH:13][CH:7]2[CH2:6][CH2:5][C:4]3[C:9](=[C:10]([F:12])[CH:11]=[C:2]([F:1])[CH:3]=3)[CH2:8]2)[CH2:18][CH2:19][CH3:20])[N:60]=[CH:59]1)([CH3:56])[CH3:57].